From a dataset of Forward reaction prediction with 1.9M reactions from USPTO patents (1976-2016). Predict the product of the given reaction. (1) Given the reactants Br[C:2]1[CH:3]=[C:4]2[N:10]([CH3:11])[N:9]=[CH:8][C:5]2=[N:6][CH:7]=1.[Br:12][C:13]1[CH:14]=[C:15](B(O)O)[CH:16]=[CH:17][CH:18]=1.C([O-])([O-])=O.[K+].[K+], predict the reaction product. The product is: [Br:12][C:13]1[CH:18]=[C:17]([C:2]2[CH:3]=[C:4]3[N:10]([CH3:11])[N:9]=[CH:8][C:5]3=[N:6][CH:7]=2)[CH:16]=[CH:15][CH:14]=1. (2) Given the reactants [CH:1]1[CH:2]=[CH:3][C:4]2[S:9][N:8]=[C:7]([N:10]3[CH2:15][CH2:14][N:13]([CH2:16][CH2:17][C:18]4[CH:19]=[C:20]5[CH2:28][C:26](=[O:27])[NH:25][C:21]5=[CH:22][C:23]=4[Cl:24])[CH2:12][CH2:11]3)[C:5]=2[CH:6]=1.[ClH:29], predict the reaction product. The product is: [CH2:12]1[N:13]([CH2:16][CH2:17][C:18]2[CH:19]=[C:20]3[CH2:28][C:26]([NH:25][C:21]3=[CH:22][C:23]=2[Cl:24])=[O:27])[CH2:14][CH2:15][N:10]([C:7]2[C:5]3[C:4](=[CH:3][CH:2]=[CH:1][CH:6]=3)[S:9][N:8]=2)[CH2:11]1.[OH2:27].[ClH:29]. (3) Given the reactants Cl[C:2]1[N:6]([CH3:7])[C:5]2[C:8]([CH:14]([CH2:17][CH3:18])[CH2:15][CH3:16])=[CH:9][CH:10]=[C:11]([O:12][CH3:13])[C:4]=2[N:3]=1.[Cl:19][C:20]1[CH:25]=[C:24]([Cl:26])[CH:23]=[C:22]([CH2:27][N:28]([CH3:30])[CH3:29])[C:21]=1[OH:31].C(=O)([O-])[O-].[K+].[K+].Cl, predict the reaction product. The product is: [Cl:19][C:20]1[C:21]([O:31][C:2]2[N:6]([CH3:7])[C:5]3[C:8]([CH:14]([CH2:17][CH3:18])[CH2:15][CH3:16])=[CH:9][CH:10]=[C:11]([O:12][CH3:13])[C:4]=3[N:3]=2)=[C:22]([CH2:27][N:28]([CH3:29])[CH3:30])[CH:23]=[C:24]([Cl:26])[CH:25]=1. (4) Given the reactants [F:1][C:2]1[CH:10]=[CH:9][C:5]([C:6]([OH:8])=O)=[CH:4][C:3]=1[N+:11]([O-:13])=[O:12].C1C=CC2N(O)N=NC=2C=1.CCN(C(C)C)C(C)C.Cl.[C:34]([O:38][C:39](=[O:46])[C@H:40]([CH2:42][CH:43]([CH3:45])[CH3:44])[NH2:41])([CH3:37])([CH3:36])[CH3:35], predict the reaction product. The product is: [C:34]([O:38][C:39](=[O:46])[C@@H:40]([NH:41][C:6](=[O:8])[C:5]1[CH:9]=[CH:10][C:2]([F:1])=[C:3]([N+:11]([O-:13])=[O:12])[CH:4]=1)[CH2:42][CH:43]([CH3:44])[CH3:45])([CH3:36])([CH3:35])[CH3:37]. (5) Given the reactants [C:1]([C:3]1[S:4][C:5]2[CH:11]=[C:10]([NH:12][C:13](=[O:31])[O:14][CH2:15][C:16]3[CH:21]=[CH:20][C:19]([B:22]4[O:26]C(C)(C)C(C)(C)[O:23]4)=[CH:18][CH:17]=3)[CH:9]=[CH:8][C:6]=2[N:7]=1)#[N:2], predict the reaction product. The product is: [C:1]([C:3]1[S:4][C:5]2[CH:11]=[C:10]([NH:12][C:13]([O:14][CH2:15][C:16]3[CH:21]=[CH:20][C:19]([B:22]([OH:23])[OH:26])=[CH:18][CH:17]=3)=[O:31])[CH:9]=[CH:8][C:6]=2[N:7]=1)#[N:2].